Dataset: Forward reaction prediction with 1.9M reactions from USPTO patents (1976-2016). Task: Predict the product of the given reaction. (1) Given the reactants CCN(C(C)C)C(C)C.[CH3:22][C:21]([O:20][C:18](O[C:18]([O:20][C:21]([CH3:24])([CH3:23])[CH3:22])=[O:19])=[O:19])([CH3:24])[CH3:23].[O:25]1[CH:30]([C:31]([O:33][CH2:34][CH3:35])=[O:32])[CH2:29][NH:28][C:27]2[CH:36]=[CH:37][CH:38]=[CH:39][C:26]1=2, predict the reaction product. The product is: [O:25]1[CH:30]([C:31]([O:33][CH2:34][CH3:35])=[O:32])[CH2:29][N:28]([C:18]([O:20][C:21]([CH3:22])([CH3:23])[CH3:24])=[O:19])[C:27]2[CH:36]=[CH:37][CH:38]=[CH:39][C:26]1=2. (2) Given the reactants [N:1]1([CH2:6][C:7]([N:9]2[CH2:17][C:16]3[C:11](=[CH:12][CH:13]=[C:14]([NH2:18])[CH:15]=3)[CH2:10]2)=[O:8])[CH:5]=[CH:4][CH:3]=[N:2]1.[CH3:19][C:20]1[CH:28]=[CH:27][C:23]([C:24](O)=[O:25])=[C:22]([N:29]2[CH2:34][CH2:33][CH:32]([CH3:35])[CH2:31][CH2:30]2)[N:21]=1.F[P-](F)(F)(F)(F)F.N1(O[P+](N2CCCC2)(N2CCCC2)N2CCCC2)C2C=CC=CC=2N=N1.C(N(C(C)C)CC)(C)C, predict the reaction product. The product is: [CH3:19][C:20]1[CH:28]=[CH:27][C:23]([C:24]([NH:18][C:14]2[CH:15]=[C:16]3[C:11](=[CH:12][CH:13]=2)[CH2:10][N:9]([C:7](=[O:8])[CH2:6][N:1]2[CH:5]=[CH:4][CH:3]=[N:2]2)[CH2:17]3)=[O:25])=[C:22]([N:29]2[CH2:34][CH2:33][CH:32]([CH3:35])[CH2:31][CH2:30]2)[N:21]=1. (3) Given the reactants [C:1]([Si:5]([CH3:37])([CH3:36])[O:6][C:7]1([C:11]2[S:12][C:13]([C:16]3[CH:17]=[C:18]([NH:25][C:26]4[N:31]=[C:30]([C:32]([F:35])([F:34])[F:33])[CH:29]=[CH:28][N:27]=4)[CH:19]=[C:20]([N+:22]([O-:24])=[O:23])[CH:21]=3)=[CH:14][N:15]=2)[CH2:10][CH2:9][CH2:8]1)([CH3:4])([CH3:3])[CH3:2].C(N(CC)CC)C.[CH3:45][C:46]([O:49][C:50](O[C:50]([O:49][C:46]([CH3:48])([CH3:47])[CH3:45])=[O:51])=[O:51])([CH3:48])[CH3:47], predict the reaction product. The product is: [Si:5]([O:6][C:7]1([C:11]2[S:12][C:13]([C:16]3[CH:17]=[C:18]([N:25]([C:26]4[N:31]=[C:30]([C:32]([F:33])([F:34])[F:35])[CH:29]=[CH:28][N:27]=4)[C:50](=[O:51])[O:49][C:46]([CH3:48])([CH3:47])[CH3:45])[CH:19]=[C:20]([N+:22]([O-:24])=[O:23])[CH:21]=3)=[CH:14][N:15]=2)[CH2:10][CH2:9][CH2:8]1)([C:1]([CH3:4])([CH3:3])[CH3:2])([CH3:37])[CH3:36]. (4) Given the reactants Cl[C:2]1[C:11]2[C:6](=[CH:7][CH:8]=[C:9]([S:12][C:13]3[N:17]4[CH:18]=[C:19]([C:22]5[CH:23]=[N:24][N:25]([CH3:27])[CH:26]=5)[CH:20]=[CH:21][C:16]4=[N:15][N:14]=3)[CH:10]=2)[N:5]=[CH:4][CH:3]=1.[CH3:28][NH:29][CH2:30][CH2:31][OH:32], predict the reaction product. The product is: [CH3:28][N:29]([C:2]1[C:11]2[C:6](=[CH:7][CH:8]=[C:9]([S:12][C:13]3[N:17]4[CH:18]=[C:19]([C:22]5[CH:23]=[N:24][N:25]([CH3:27])[CH:26]=5)[CH:20]=[CH:21][C:16]4=[N:15][N:14]=3)[CH:10]=2)[N:5]=[CH:4][CH:3]=1)[CH2:30][CH2:31][OH:32].